From a dataset of Catalyst prediction with 721,799 reactions and 888 catalyst types from USPTO. Predict which catalyst facilitates the given reaction. Reactant: [CH:1]([C@@H:4]1[CH2:9][CH2:8][C@@H:7]([CH3:10])[CH2:6][C@H:5]1[O:11][C:12](=[O:39])[NH:13][C@H:14]1[C:20](=[O:21])[N:19]([CH2:22][C:23]2[CH:28]=[CH:27][C:26]([O:29][CH3:30])=[CH:25][CH:24]=2)[C:18]2[CH:31]=[CH:32][CH:33]=[CH:34][C:17]=2[C:16]2[CH:35]=[CH:36][CH:37]=[CH:38][C:15]1=2)([CH3:3])[CH3:2].C([N-]C(C)C)(C)C.[Li+].Cl[Si](C)(C)C.[Cl-].[Na+].O.O. Product: [CH:1]([C@@H:4]1[CH2:9][CH2:8][C@@H:7]([CH3:10])[CH2:6][C@H:5]1[O:11][C:12](=[O:39])[NH:13][C@@H:14]1[C:20](=[O:21])[N:19]([CH2:22][C:23]2[CH:24]=[CH:25][C:26]([O:29][CH3:30])=[CH:27][CH:28]=2)[C:18]2[CH:31]=[CH:32][CH:33]=[CH:34][C:17]=2[C:16]2[CH:35]=[CH:36][CH:37]=[CH:38][C:15]1=2)([CH3:2])[CH3:3]. The catalyst class is: 49.